Dataset: Catalyst prediction with 721,799 reactions and 888 catalyst types from USPTO. Task: Predict which catalyst facilitates the given reaction. Reactant: [CH2:1]([C:5]1[CH:10]=[CH:9][C:8]([NH:11][S:12]([C:15]2[CH:16]=[CH:17][C:18]([CH3:24])=[C:19]([CH:23]=2)[C:20](O)=[O:21])(=[O:14])=[O:13])=[CH:7][CH:6]=1)[CH2:2][CH2:3][CH3:4].CC[N:27]=C=NCCCN(C)C.C1C=CC2N(O)N=NC=2C=1.CCN(C(C)C)C(C)C.[N:55]1([C:61]([O:63][C:64]([CH3:67])([CH3:66])[CH3:65])=[O:62])[CH2:60][CH2:59]C[CH2:57][CH2:56]1.Cl. Product: [CH2:1]([C:5]1[CH:10]=[CH:9][C:8]([NH:11][S:12]([C:15]2[CH:16]=[CH:17][C:18]([CH3:24])=[C:19]([CH:23]=2)[C:20]([N:27]2[CH2:59][CH2:60][N:55]([C:61]([O:63][C:64]([CH3:67])([CH3:66])[CH3:65])=[O:62])[CH2:56][CH2:57]2)=[O:21])(=[O:14])=[O:13])=[CH:7][CH:6]=1)[CH2:2][CH2:3][CH3:4]. The catalyst class is: 3.